This data is from Forward reaction prediction with 1.9M reactions from USPTO patents (1976-2016). The task is: Predict the product of the given reaction. (1) Given the reactants Cl[C:2]1[N:3]=[C:4]([Cl:17])[C:5]2[C:10]([CH3:12])([CH3:11])[C:9](=[O:13])[N:8]([CH:14]3[CH2:16][CH2:15]3)[C:6]=2[N:7]=1.[CH3:18][C:19]1[CH:24]=[C:23](B(O)O)[CH:22]=[CH:21][N:20]=1, predict the reaction product. The product is: [Cl:17][C:4]1[C:5]2[C:10]([CH3:12])([CH3:11])[C:9](=[O:13])[N:8]([CH:14]3[CH2:16][CH2:15]3)[C:6]=2[N:7]=[C:2]([C:23]2[CH:22]=[CH:21][N:20]=[C:19]([CH3:18])[CH:24]=2)[N:3]=1. (2) Given the reactants [OH:1][CH:2]([C:22]1[CH:27]=[CH:26][C:25]([C:28]([F:31])([F:30])[F:29])=[CH:24][CH:23]=1)[C:3]1[CH:8]=[CH:7][N:6]=[CH:5][C:4]=1[CH2:9][CH2:10][N:11]1[C:19](=[O:20])[C:18]2[C:13](=[CH:14][CH:15]=[CH:16][CH:17]=2)[C:12]1=[O:21], predict the reaction product. The product is: [F:31][C:28]([F:29])([F:30])[C:25]1[CH:26]=[CH:27][C:22]([C:2]([C:3]2[CH:8]=[CH:7][N:6]=[CH:5][C:4]=2[CH2:9][CH2:10][N:11]2[C:12](=[O:21])[C:13]3[C:18](=[CH:17][CH:16]=[CH:15][CH:14]=3)[C:19]2=[O:20])=[O:1])=[CH:23][CH:24]=1.